Dataset: Forward reaction prediction with 1.9M reactions from USPTO patents (1976-2016). Task: Predict the product of the given reaction. (1) Given the reactants C([O:3][C:4](=[O:30])[C:5]([CH3:29])([CH3:28])[CH2:6][CH2:7][CH2:8][CH2:9][CH2:10][CH:11]([C:21]1[CH:26]=[CH:25][CH:24]=[CH:23][C:22]=1[Cl:27])[N:12]1[CH2:17][CH2:16][C:15]2[S:18][CH:19]=[CH:20][C:14]=2[CH2:13]1)C.C(O)C.[OH-].[Na+], predict the reaction product. The product is: [Cl:27][C:22]1[CH:23]=[CH:24][CH:25]=[CH:26][C:21]=1[CH:11]([N:12]1[CH2:17][CH2:16][C:15]2[S:18][CH:19]=[CH:20][C:14]=2[CH2:13]1)[CH2:10][CH2:9][CH2:8][CH2:7][CH2:6][C:5]([CH3:29])([CH3:28])[C:4]([OH:30])=[O:3]. (2) Given the reactants [F:1][C:2]1[CH:3]=[C:4]2[C:9](=[CH:10][C:11]=1[O:12]C)[CH2:8][CH:7]([C:14]([OH:16])=[O:15])[CH2:6][CH2:5]2.Br, predict the reaction product. The product is: [F:1][C:2]1[CH:3]=[C:4]2[C:9](=[CH:10][C:11]=1[OH:12])[CH2:8][CH:7]([C:14]([OH:16])=[O:15])[CH2:6][CH2:5]2. (3) Given the reactants [CH2:1]([O:8][C:9]1[CH:10]=[CH:11][C:12]([O:18][CH3:19])=[C:13]([CH:17]=1)[NH:14][CH2:15][CH3:16])[C:2]1[CH:7]=[CH:6][CH:5]=[CH:4][CH:3]=1.CCN([CH:26]([CH3:28])C)C(C)C.C(OC(=O)C)(=[O:31])C, predict the reaction product. The product is: [CH2:1]([O:8][C:9]1[CH:10]=[CH:11][C:12]([O:18][CH3:19])=[C:13]([N:14]([CH2:26][CH3:28])[C:15](=[O:31])[CH3:16])[CH:17]=1)[C:2]1[CH:3]=[CH:4][CH:5]=[CH:6][CH:7]=1. (4) Given the reactants [CH:1]([C:9]1[CH:14]=[CH:13][C:12]([C:15]2[C:19]3[CH2:20][C:21]4[S:22][CH:23]=[CH:24][C:25]=4[C:18]=3[N:17](COCC[Si](C)(C)C)[N:16]=2)=[CH:11][CH:10]=1)=[CH:2][C:3]1[CH:8]=[CH:7][CH:6]=[CH:5][CH:4]=1.Cl, predict the reaction product. The product is: [CH:1]([C:9]1[CH:10]=[CH:11][C:12]([C:15]2[C:19]3[CH2:20][C:21]4[S:22][CH:23]=[CH:24][C:25]=4[C:18]=3[NH:17][N:16]=2)=[CH:13][CH:14]=1)=[CH:2][C:3]1[CH:4]=[CH:5][CH:6]=[CH:7][CH:8]=1. (5) The product is: [CH3:19][C:17]([S@@:15]([NH:14][C@:3]([C:7]1[CH:12]=[CH:11][CH:10]=[CH:9][C:8]=1[F:13])([CH2:4][C@@H:5]([OH:6])[C:23]([F:25])([F:24])[F:22])[CH:2]([F:1])[F:21])=[O:16])([CH3:18])[CH3:20]. Given the reactants [F:1][CH:2]([F:21])[C@@:3]([NH:14][S@:15]([C:17]([CH3:20])([CH3:19])[CH3:18])=[O:16])([C:7]1[CH:12]=[CH:11][CH:10]=[CH:9][C:8]=1[F:13])[CH2:4][CH:5]=[O:6].[F:22][C:23]([Si](C)(C)C)([F:25])[F:24].CCCC[N+](CCCC)(CCCC)CCCC.[F-], predict the reaction product.